From a dataset of Reaction yield outcomes from USPTO patents with 853,638 reactions. Predict the reaction yield, written as a fraction of the theoretical maximum amount of product (1.0 means a 100% yield; for example, 0.34 means a 34% yield). The reactants are [CH3:1][N:2]1[CH2:6][CH2:5][CH2:4][CH2:3]1.CC(O)=O.[CH2:11]=O.[BH3-][C:14]#[N:15].[Na+]. The catalyst is CO. The product is [CH3:1][N:2]1[CH2:6][CH:5]([N:15]([CH3:14])[CH3:11])[CH2:4][CH2:3]1. The yield is 0.780.